This data is from NCI-60 drug combinations with 297,098 pairs across 59 cell lines. The task is: Regression. Given two drug SMILES strings and cell line genomic features, predict the synergy score measuring deviation from expected non-interaction effect. (1) Drug 1: CCC1(CC2CC(C3=C(CCN(C2)C1)C4=CC=CC=C4N3)(C5=C(C=C6C(=C5)C78CCN9C7C(C=CC9)(C(C(C8N6C=O)(C(=O)OC)O)OC(=O)C)CC)OC)C(=O)OC)O.OS(=O)(=O)O. Drug 2: C1CN(CCN1C(=O)CCBr)C(=O)CCBr. Cell line: ACHN. Synergy scores: CSS=56.5, Synergy_ZIP=0.153, Synergy_Bliss=1.93, Synergy_Loewe=0.994, Synergy_HSA=0.977. (2) Drug 1: C1CN1C2=NC(=NC(=N2)N3CC3)N4CC4. Drug 2: C1=CC(=CC=C1CCCC(=O)O)N(CCCl)CCCl. Cell line: MDA-MB-435. Synergy scores: CSS=4.16, Synergy_ZIP=-2.39, Synergy_Bliss=2.60, Synergy_Loewe=-0.585, Synergy_HSA=-0.231. (3) Drug 1: C1=CC(=CC=C1CCC2=CNC3=C2C(=O)NC(=N3)N)C(=O)NC(CCC(=O)O)C(=O)O. Drug 2: CN(CC1=CN=C2C(=N1)C(=NC(=N2)N)N)C3=CC=C(C=C3)C(=O)NC(CCC(=O)O)C(=O)O. Cell line: T-47D. Synergy scores: CSS=2.08, Synergy_ZIP=-0.116, Synergy_Bliss=3.17, Synergy_Loewe=-3.61, Synergy_HSA=-2.98. (4) Drug 1: CC1C(C(CC(O1)OC2CC(CC3=C2C(=C4C(=C3O)C(=O)C5=C(C4=O)C(=CC=C5)OC)O)(C(=O)CO)O)N)O.Cl. Drug 2: C1=CC(=CC=C1CCCC(=O)O)N(CCCl)CCCl. Cell line: HL-60(TB). Synergy scores: CSS=30.4, Synergy_ZIP=-3.10, Synergy_Bliss=0.990, Synergy_Loewe=2.29, Synergy_HSA=5.67. (5) Drug 1: COC1=CC(=CC(=C1O)OC)C2C3C(COC3=O)C(C4=CC5=C(C=C24)OCO5)OC6C(C(C7C(O6)COC(O7)C8=CC=CS8)O)O. Drug 2: C1C(C(OC1N2C=NC(=NC2=O)N)CO)O. Cell line: NCI-H226. Synergy scores: CSS=16.3, Synergy_ZIP=-4.19, Synergy_Bliss=3.17, Synergy_Loewe=-7.51, Synergy_HSA=0.444. (6) Drug 1: CC1=C(C=C(C=C1)NC(=O)C2=CC=C(C=C2)CN3CCN(CC3)C)NC4=NC=CC(=N4)C5=CN=CC=C5. Drug 2: COC1=C2C(=CC3=C1OC=C3)C=CC(=O)O2. Cell line: IGROV1. Synergy scores: CSS=0.632, Synergy_ZIP=0.613, Synergy_Bliss=1.43, Synergy_Loewe=-1.12, Synergy_HSA=-0.325. (7) Drug 1: C1CN1C2=NC(=NC(=N2)N3CC3)N4CC4. Drug 2: CC(C)CN1C=NC2=C1C3=CC=CC=C3N=C2N. Cell line: OVCAR3. Synergy scores: CSS=35.5, Synergy_ZIP=1.39, Synergy_Bliss=3.09, Synergy_Loewe=1.66, Synergy_HSA=2.05.